This data is from NCI-60 drug combinations with 297,098 pairs across 59 cell lines. The task is: Regression. Given two drug SMILES strings and cell line genomic features, predict the synergy score measuring deviation from expected non-interaction effect. (1) Drug 2: CC1=C2C(C(=O)C3(C(CC4C(C3C(C(C2(C)C)(CC1OC(=O)C(C(C5=CC=CC=C5)NC(=O)C6=CC=CC=C6)O)O)OC(=O)C7=CC=CC=C7)(CO4)OC(=O)C)O)C)OC(=O)C. Cell line: EKVX. Synergy scores: CSS=9.63, Synergy_ZIP=-1.84, Synergy_Bliss=-0.438, Synergy_Loewe=-44.7, Synergy_HSA=-4.98. Drug 1: C1CN1P(=S)(N2CC2)N3CC3. (2) Drug 1: C1=CC=C(C(=C1)C(C2=CC=C(C=C2)Cl)C(Cl)Cl)Cl. Drug 2: C1=CN(C=N1)CC(O)(P(=O)(O)O)P(=O)(O)O. Cell line: LOX IMVI. Synergy scores: CSS=4.83, Synergy_ZIP=-0.224, Synergy_Bliss=2.15, Synergy_Loewe=1.69, Synergy_HSA=1.16.